Task: Binary Classification. Given a miRNA mature sequence and a target amino acid sequence, predict their likelihood of interaction.. Dataset: Experimentally validated miRNA-target interactions with 360,000+ pairs, plus equal number of negative samples (1) The miRNA is hsa-miR-1204 with sequence UCGUGGCCUGGUCUCCAUUAU. The protein sequence of the target gene is MAALVRPARFVVRPLLQVVQAWDLDARRWVRALRRSPVKVVFPSGEVVEQKRAPGKQPRKAPSEASAQEQREKQPLEESASRAPSTWEESGLRYDKAYPGDRRLSSVMTIVKSRPFREKQGKILLEGRRLISDALKAGAVPKMFFFSRLEYLKELPVDKLKGVSLIKVKFEDIKDWSDLVTPQGIMGIFAKPDHVKMTYPKTQLQHSLPLLLICDNLRDPGNLGTILRSAAGAGCSKVLLTKGCVDAWEPKVLRAGMGAHFRMPIINNLEWETVPNYLPPDTRVYVADNCGLYAQAEMSN.... Result: 1 (interaction). (2) The miRNA is hsa-miR-302d-5p with sequence ACUUUAACAUGGAGGCACUUGC. The protein sequence of the target gene is MKMAAPTANKAASLGCNNKPAFPELDFRSGARVEELNKLIQEFTKHDQREYDDQRALEIHTAKDFIFSMLGMVQKLDQKLPVANEYLLLSGGVREGVVDLDLDELNVYARGTDYDMDFTLLVPALKLHDRNQPVTLDMRHSALCHSWLSLRLFDEGTISKWKDCCTIVDHINGATNYFFSPTKVADWFYDSISIVLSEIQKKPQRGMPKVEKVEKNGTIISIILGVGSSRMLYDIVPVVSFKGWPAVAQSWLMENHFWDGKITEEEVISGFYLVPACSYKGKKDNEWRLSFARSEVQLKK.... Result: 1 (interaction). (3) The miRNA is hsa-miR-573 with sequence CUGAAGUGAUGUGUAACUGAUCAG. The protein sequence of the target gene is MEPLGLVVHGKAEPFSAALRSLVNNPRYSDVCFVVGQERQEVFAHRCLLACRCNFFQRLLGTEPGPGVPSPVVLSTVPTEAFLAVLEFLYTNSVKLYRHSVLEVLTAAVEYGLEELRELCLQFVVKVLDVDLVCEALQVAVTFGLGQLQERCVAFIEAHSQEALRTRGFLELSAAALLPLLRSDKLCVDEAELVRAARSWARVGAAVLERPVAEVAAPVVKELRLALLAPAELSALEEQNRQEPLIPVEQIVEAWKCHALRRGDEARGAPCRRRRGTLPREHHRFLDLSFK. Result: 1 (interaction). (4) The miRNA is hsa-miR-4514 with sequence ACAGGCAGGAUUGGGGAA. The protein sequence of the target gene is MEKILHMAEGIDIGEMPSYDLMLPKPSKGQKRYLSTYDGQNPPKKQAGSKFHVRARFEPVHFVASSSKAERQEDPYGPQTKDVNGRTHFASMPRNFYQDYTQDSFSIQDGNSQYCNSSGFIFTKDQPVATNMYFDSGNPAPSSTSQQANCQPAPEPPPSQMYPESLVAEKQYFIEKLTATIWKNLSNPEMTSGSDKINYTYMLTRCIQACKTNPEYIYAPLKEIPPADIPKNKKLLTDGYACEVRCQNIYLTTGYAGSKNGSRDRATELAVKLLQKRIEVRVVRRKFKHIIGEDLVVCQI.... Result: 0 (no interaction). (5) The miRNA is hsa-miR-200a-3p with sequence UAACACUGUCUGGUAACGAUGU. The protein sequence of the target gene is MSPLLRRLLLAALLQLAPAQAPVSQPDAPGHQRKVVSWIDVYTRATCQPREVVVPLTVELMGTVAKQLVPSCVTVQRCGGCCPDDGLECVPTGQHQVRMQILMIRYPSSQLGEMSLEEHSQCECRPKKKDSAVKPDRAATPHHRPQPRSVPGWDSAPGAPSPADITHPTPAPGPSAHAAPSTTSALTPGPAAAAADAAASSVAKGGA. Result: 0 (no interaction). (6) The miRNA is hsa-miR-6750-5p with sequence CAGGGAACAGCUGGGUGAGCUGCU. The protein sequence of the target gene is MRCCHICKLPGRVMGIRVLRLSLVVILVLLLVAGALTALLPSVKEDKMLMLRREIKSQGKSTMDSFTLIMQTYNRTDLLLKLLNHYQAVPNLHKVIVVWNNIGEKAPDELWNSLGPHPIPVIFKQQTANRMRNRLQVFPELETNAVLMVDDDTLISTPDLVFAFSVWQQFPDQIVGFVPRKHVSTSSGIYSYGSFEMQAPGSGNGDQYSMVLIGASFFNSKYLELFQRQPAAVHALIDDTQNCDDIAMNFIIAKHIGKTSGIFVKPVNMDNLEKETNSGYSGMWHRAEHALQRSYCINKL.... Result: 0 (no interaction). (7) The miRNA is hsa-miR-4691-5p with sequence GUCCUCCAGGCCAUGAGCUGCGG. The protein sequence of the target gene is MERNDIINFKALEKELQAALTADEKYKRENAAKLRAVEQRVASYEEFRGIVLASHLKPLERKDKMGGKRTVPWNCHTIQGRTFQDVATEISPEKAPLQPETSADFYRDWRRHLPSGPERYQALLQLGGPRLGCLFQTDVGFGLLGELLVALADHVGPADRAAVLGILCSLASTGRFTLNLSLLSRAERESCKGLFQKLQAMGNPRSVKEGLSWEEQGLEEQSGGLQEEERLLQELLELYQVD. Result: 0 (no interaction). (8) The miRNA is hsa-miR-185-5p with sequence UGGAGAGAAAGGCAGUUCCUGA. The protein sequence of the target gene is MTECFLPPTSSPSEHRRVEHGSGLTRTPSSEEISPTKFPGLYRTGEPSPPHDILHEPPDVVSDDEKDHGKKKGKFKKKEKRTEGYAAFQEDSSGDEAESPSKMKRSKGIHVFKKPSFSKKKEKDFKIKEKPKEEKHKEEKHKEEKHKEKKSKDLTAADVVKQWKEKKKKKKPIQEPEVPQIDVPNLKPIFGIPLADAVERTMMYDGIRLPAVFRECIDYVEKYGMKCEGIYRVSGIKSKVDELKAAYDREESTNLEDYEPNTVASLLKQYLRDLPENLLTKELMPRFEEACGRTTETEKV.... Result: 1 (interaction).